Dataset: Reaction yield outcomes from USPTO patents with 853,638 reactions. Task: Predict the reaction yield, written as a fraction of the theoretical maximum amount of product (1.0 means a 100% yield; for example, 0.34 means a 34% yield). The reactants are [Cl:1][C:2]1[C:7]([Cl:8])=[C:6]([CH2:9][N:10]2[CH2:14][CH2:13][CH2:12][CH2:11]2)[CH:5]=[CH:4][C:3]=1[C:15]1[CH2:18][CH:17]([C:19]([N:21]([CH3:23])[CH3:22])=[O:20])[CH:16]=1.FC(F)(F)C([O-])=O. The catalyst is C(O)C.C1C=CC(P(C2C=CC=CC=2)C2C=CC=CC=2)=CC=1.C1C=CC(P(C2C=CC=CC=2)C2C=CC=CC=2)=CC=1.C1C=CC(P(C2C=CC=CC=2)C2C=CC=CC=2)=CC=1.[Cl-].[Rh]. The product is [ClH:1].[Cl:1][C:2]1[C:7]([Cl:8])=[C:6]([CH2:9][N:10]2[CH2:14][CH2:13][CH2:12][CH2:11]2)[CH:5]=[CH:4][C:3]=1[C@H:15]1[CH2:18][C@H:17]([C:19]([N:21]([CH3:23])[CH3:22])=[O:20])[CH2:16]1. The yield is 0.280.